Dataset: Catalyst prediction with 721,799 reactions and 888 catalyst types from USPTO. Task: Predict which catalyst facilitates the given reaction. (1) Reactant: [C:1]1([NH:7][C:8]2[C:17]3[C:12](=[CH:13][CH:14]=[CH:15][CH:16]=3)[CH:11]=[CH:10][CH:9]=2)[CH:6]=[CH:5][CH:4]=[CH:3][CH:2]=1.[Br:18][C:19]1[CH:24]=[CH:23][C:22](I)=[CH:21][CH:20]=1.C(P(C(C)(C)C)C(C)(C)C)(C)(C)C.CC(C)([O-])C.[Na+]. Product: [Br:18][C:19]1[CH:24]=[CH:23][C:22]([N:7]([C:1]2[CH:6]=[CH:5][CH:4]=[CH:3][CH:2]=2)[C:8]2[C:17]3[C:12](=[CH:13][CH:14]=[CH:15][CH:16]=3)[CH:11]=[CH:10][CH:9]=2)=[CH:21][CH:20]=1. The catalyst class is: 187. (2) Reactant: C([O:3][C:4](=[O:22])[C:5]1[CH:10]=[CH:9][CH:8]=[C:7]([C:11]2[C:20]3[C:15](=[CH:16][CH:17]=[C:18]([Br:21])[CH:19]=3)[N:14]=[CH:13][N:12]=2)[CH:6]=1)C.O[Li].O. Product: [Br:21][C:18]1[CH:19]=[C:20]2[C:15](=[CH:16][CH:17]=1)[N:14]=[CH:13][N:12]=[C:11]2[C:7]1[CH:6]=[C:5]([CH:10]=[CH:9][CH:8]=1)[C:4]([OH:22])=[O:3]. The catalyst class is: 12. (3) Reactant: [Br:1][C:2]1[CH:3]=[C:4]2[C:8](=[CH:9][CH:10]=1)[N:7](S(C1C=CC(C)=CC=1)(=O)=O)[CH:6]=[C:5]2[CH2:21][C:22]1[CH:27]=[CH:26][C:25]([C:28]([CH3:32])([CH3:31])[C:29]#[N:30])=[CH:24][CH:23]=1.C(=O)([O-])[O-].[Cs+].[Cs+]. Product: [Br:1][C:2]1[CH:3]=[C:4]2[C:8](=[CH:9][CH:10]=1)[NH:7][CH:6]=[C:5]2[CH2:21][C:22]1[CH:27]=[CH:26][C:25]([C:28]([CH3:32])([CH3:31])[C:29]#[N:30])=[CH:24][CH:23]=1. The catalyst class is: 36. (4) Reactant: [CH3:1][S:2](Cl)(=[O:4])=[O:3].[Cl:6][C:7]1[C:8]2[CH:15]=[CH:14][NH:13][C:9]=2[N:10]=[CH:11][N:12]=1.CC(C)=O. Product: [Cl:6][C:7]1[C:8]2[CH:15]=[CH:14][N:13]([S:2]([CH3:1])(=[O:4])=[O:3])[C:9]=2[N:10]=[CH:11][N:12]=1. The catalyst class is: 66.